Predict the product of the given reaction. From a dataset of Forward reaction prediction with 1.9M reactions from USPTO patents (1976-2016). (1) The product is: [OH:28][CH2:27][CH2:26][O:25]/[N:24]=[CH:21]/[C:18]1[N:17]=[C:16]2[N:12]([CH2:11][C:7]3[CH:6]=[C:5]4[C:10](=[CH:9][CH:8]=3)[N:1]=[CH:2][CH:3]=[CH:4]4)[N:13]=[N:14][C:15]2=[N:20][CH:19]=1. Given the reactants [N:1]1[C:10]2[C:5](=[CH:6][C:7]([CH2:11][N:12]3[C:16]4=[N:17][C:18]([CH:21]=O)=[CH:19][N:20]=[C:15]4[N:14]=[N:13]3)=[CH:8][CH:9]=2)[CH:4]=[CH:3][CH:2]=1.Cl.[NH2:24][O:25][CH2:26][CH2:27][OH:28], predict the reaction product. (2) Given the reactants Br[CH2:2][C@@H:3]1[CH2:7][C:6]([F:9])([F:8])[CH2:5][N:4]1[C:10]1[CH:15]=[CH:14][C:13]([N+:16]([O-])=O)=[C:12]([C:19]([F:22])([F:21])[F:20])[CH:11]=1, predict the reaction product. The product is: [F:9][C:6]1([F:8])[CH2:5][N:4]([C:10]2[CH:15]=[CH:14][C:13]([NH2:16])=[C:12]([C:19]([F:20])([F:21])[F:22])[CH:11]=2)[C@H:3]([CH3:2])[CH2:7]1. (3) The product is: [F:1][C:2]1[CH:3]=[CH:4][C:5]([CH2:6][NH:7][C:8]([C:10]2[C:19]([OH:20])=[C:18]3[C:13]([CH:14]=[CH:15][CH:16]=[N:17]3)=[C:12](/[CH:21]=[CH:22]/[C:23]([N:35]([CH3:36])[CH3:34])=[O:25])[N:11]=2)=[O:9])=[CH:27][CH:28]=1. Given the reactants [F:1][C:2]1[CH:28]=[CH:27][C:5]([CH2:6][NH:7][C:8]([C:10]2[C:19]([OH:20])=[C:18]3[C:13]([CH:14]=[CH:15][CH:16]=[N:17]3)=[C:12](/[CH:21]=[CH:22]/[C:23]([O:25]C)=O)[N:11]=2)=[O:9])=[CH:4][CH:3]=1.FC1C=CC([CH2:34][NH:35][C:36](C2C(O)=C3C(C=CC=N3)=C(CCC(OC)=O)N=2)=O)=CC=1, predict the reaction product.